From a dataset of Full USPTO retrosynthesis dataset with 1.9M reactions from patents (1976-2016). Predict the reactants needed to synthesize the given product. (1) Given the product [ClH:1].[CH3:2][O:3][C:4](=[O:7])[CH2:5][NH:6][C@@H:19]1[CH2:20][CH2:21][C@@:22]2([CH3:23])[C@H:17]([CH2:16][CH2:15][C@@H:14]3[C@@H:24]2[CH2:25][CH2:26][C@@:27]2([CH3:28])[C@H:13]3[CH2:12][CH2:11][C@@H:10]2[C:9](=[O:30])[CH3:8])[CH2:18]1, predict the reactants needed to synthesize it. The reactants are: [ClH:1].[CH3:2][O:3][C:4](=[O:7])[CH2:5][NH2:6].[CH3:8][C:9](=[O:30])[C@@H:10]1[C@:27]2([CH3:28])[C@H:13]([C@H:14]3[C@H:24]([CH2:25][CH2:26]2)[C@:22]2([CH3:23])[C@@H:17]([CH2:18][C:19](=O)[CH2:20][CH2:21]2)[CH2:16][CH2:15]3)[CH2:12][CH2:11]1.[BH4-].[Na+].[OH-].[Na+].Cl. (2) Given the product [CH:26]1([C:11]([C:10]2[S:9][C:8]([NH:17][C:18]([C:20]3[CH:21]=[CH:22][N:23]=[CH:24][CH:25]=3)=[O:19])=[N:7][C:6]=2[C:2]2[O:1][CH:5]=[CH:4][CH:3]=2)=[O:16])[CH2:30][CH2:29][CH2:28][CH2:27]1, predict the reactants needed to synthesize it. The reactants are: [O:1]1[CH:5]=[CH:4][CH:3]=[C:2]1[C:6]1[N:7]=[C:8]([NH:17][C:18]([C:20]2[CH:25]=[CH:24][N:23]=[CH:22][CH:21]=2)=[O:19])[S:9][C:10]=1[C:11](=[O:16])N(OC)C.[CH:26]1([Mg]Br)[CH2:30][CH2:29][CH2:28][CH2:27]1.C(OCC)C.[Cl-].[NH4+]. (3) Given the product [CH3:2][O:3][C:4]([CH:6]1[CH2:10][CH2:9][N:8]([C:12]2[CH2:26][C:15]3([CH2:16][N:17]([C:19]([O:21][C:22]([CH3:24])([CH3:23])[CH3:25])=[O:20])[CH2:18]3)[O:14][N:13]=2)[CH2:7]1)=[O:5], predict the reactants needed to synthesize it. The reactants are: Cl.[CH3:2][O:3][C:4]([CH:6]1[CH2:10][CH2:9][NH:8][CH2:7]1)=[O:5].Br[C:12]1[CH2:26][C:15]2([CH2:18][N:17]([C:19]([O:21][C:22]([CH3:25])([CH3:24])[CH3:23])=[O:20])[CH2:16]2)[O:14][N:13]=1.